From a dataset of Full USPTO retrosynthesis dataset with 1.9M reactions from patents (1976-2016). Predict the reactants needed to synthesize the given product. (1) Given the product [CH2:25]([CH:22]1[CH2:21][CH2:20][N:19]([CH2:18][CH2:17][C:16]#[N:15])[CH2:24][CH2:23]1)[C:26]1[CH:31]=[CH:30][CH:29]=[CH:28][CH:27]=1, predict the reactants needed to synthesize it. The reactants are: ClCl.Cl.CN(C)CCCN=C=NCC.[NH2:15][CH2:16][CH2:17][CH2:18][N:19]1[CH2:24][CH2:23][CH:22]([CH2:25][C:26]2[CH:31]=[CH:30][CH:29]=[CH:28][CH:27]=2)[CH2:21][CH2:20]1.Cl.CCOCC. (2) Given the product [Cl:17][C:12]1[C:11]2[CH2:10][CH2:9][NH:8][C:16]=2[CH:15]=[CH:14][N:13]=1, predict the reactants needed to synthesize it. The reactants are: C(OC([N:8]1[C:16]2[CH:15]=[CH:14][N:13]=[C:12]([Cl:17])[C:11]=2[CH2:10][CH2:9]1)=O)(C)(C)C.Cl.C(O)(C(F)(F)F)=O. (3) Given the product [N:35]([CH:15]1[CH2:16][CH2:17][CH2:18][C:19]2[N:11]([CH2:10][CH2:9][O:8][Si:1]([C:4]([CH3:7])([CH3:6])[CH3:5])([CH3:3])[CH3:2])[N:12]=[CH:13][C:14]1=2)=[N+:36]=[N-:37], predict the reactants needed to synthesize it. The reactants are: [Si:1]([O:8][CH2:9][CH2:10][N:11]1[C:19]2[CH2:18][CH2:17][CH2:16][CH:15](O)[C:14]=2[CH:13]=[N:12]1)([C:4]([CH3:7])([CH3:6])[CH3:5])([CH3:3])[CH3:2].C1C=CC(P([N:35]=[N+:36]=[N-:37])(C2C=CC=CC=2)=O)=CC=1.C1CCN2C(=NCCC2)CC1. (4) Given the product [Cl:12][C:11]1[N:6]([CH2:5][C:4]([OH:27])=[O:3])[C:7](=[O:26])[C:8]([NH:13][C@H:14]([CH2:22][N:23]([CH3:24])[CH3:25])[CH2:15][C:16]2[CH:21]=[CH:20][CH:19]=[CH:18][CH:17]=2)=[N:9][CH:10]=1, predict the reactants needed to synthesize it. The reactants are: C([O:3][C:4](=[O:27])[CH2:5][N:6]1[C:11]([Cl:12])=[CH:10][N:9]=[C:8]([NH:13][C@H:14]([CH2:22][N:23]([CH3:25])[CH3:24])[CH2:15][C:16]2[CH:21]=[CH:20][CH:19]=[CH:18][CH:17]=2)[C:7]1=[O:26])C.[Li+].[OH-].Cl. (5) Given the product [I:23][C:20]1[CH:21]=[CH:22][C:17]([O:16][C:15]2[CH:14]=[N:13][CH:12]=[C:11]3[S:24][C:8]([NH2:7])=[CH:9][C:10]=23)=[CH:18][CH:19]=1, predict the reactants needed to synthesize it. The reactants are: C(OC(=O)[NH:7][C:8]1[S:24][C:11]2=[CH:12][N:13]=[CH:14][C:15]([O:16][C:17]3[CH:22]=[CH:21][C:20]([I:23])=[CH:19][CH:18]=3)=[C:10]2[CH:9]=1)(C)(C)C.C([SiH](C(C)C)C(C)C)(C)C. (6) The reactants are: P(Cl)(Cl)(Cl)=O.[N:6]1([CH2:11][CH2:12][O:13][C:14]2[CH:19]=[CH:18][C:17]([NH:20][C:21]3[N:38]=[C:24]4[CH:25]=[CH:26][CH:27]=[C:28]([C:29]5[CH:30]=[C:31]([CH:35]=[CH:36][CH:37]=5)[C:32](O)=[O:33])[N:23]4[N:22]=3)=[CH:16][CH:15]=2)[CH2:10][CH2:9][CH2:8][CH2:7]1.[C:39]([NH:47][NH2:48])(=O)[C:40]1[CH:45]=[CH:44][CH:43]=[CH:42][CH:41]=1.C(=O)([O-])O.[Na+]. Given the product [C:40]1([C:39]2[O:33][C:32]([C:31]3[CH:30]=[C:29]([C:28]4[N:23]5[N:22]=[C:21]([NH:20][C:17]6[CH:16]=[CH:15][C:14]([O:13][CH2:12][CH2:11][N:6]7[CH2:10][CH2:9][CH2:8][CH2:7]7)=[CH:19][CH:18]=6)[N:38]=[C:24]5[CH:25]=[CH:26][CH:27]=4)[CH:37]=[CH:36][CH:35]=3)=[N:48][N:47]=2)[CH:45]=[CH:44][CH:43]=[CH:42][CH:41]=1, predict the reactants needed to synthesize it.